From a dataset of Reaction yield outcomes from USPTO patents with 853,638 reactions. Predict the reaction yield, written as a fraction of the theoretical maximum amount of product (1.0 means a 100% yield; for example, 0.34 means a 34% yield). (1) The reactants are Cl[CH2:2][C:3]([NH:5][C:6]1[CH:19]=[CH:18][C:17]2[C:16](=[O:20])[C:15]3[C:10](=[CH:11][C:12]([NH:21][C:22](=[O:25])[CH2:23]Cl)=[CH:13][CH:14]=3)[C:9](=[O:26])[C:8]=2[CH:7]=1)=[O:4].[CH3:27][N:28]1[CH2:33][CH2:32][NH:31][CH2:30][CH2:29]1.[N:34]1[CH:39]=[CH:38]C=[CH:36][CH:35]=1.[CH3:40][N:41](C)C=O. No catalyst specified. The product is [CH3:27][N:28]1[CH2:33][CH2:32][N:31]([CH2:2][C:3]([NH:5][C:6]2[CH:19]=[CH:18][C:17]3[C:16](=[O:20])[C:15]4[C:10](=[CH:11][C:12]([NH:21][C:22](=[O:25])[CH2:23][N:34]5[CH2:35][CH2:36][N:41]([CH3:40])[CH2:38][CH2:39]5)=[CH:13][CH:14]=4)[C:9](=[O:26])[C:8]=3[CH:7]=2)=[O:4])[CH2:30][CH2:29]1. The yield is 0.460. (2) The yield is 0.660. The reactants are Cl.C[O:3][C:4](=[O:38])[C:5]1[CH:10]=[CH:9][C:8]([O:11][C:12]2[CH:17]=[CH:16][C:15]([CH2:18][C@H:19]([NH2:37])[C:20]3[N:21]([CH2:33][CH2:34][CH2:35][CH3:36])[CH:22]=[C:23]([C:25]4[CH:30]=[CH:29][C:28]([Cl:31])=[CH:27][C:26]=4[Cl:32])[N:24]=3)=[CH:14][CH:13]=2)=[CH:7][CH:6]=1.[CH3:39][O:40][C:41]1[CH:46]=[CH:45][C:44]([O:47][CH3:48])=[CH:43][C:42]=1[CH2:49][C:50]([OH:52])=O. The product is [CH2:33]([N:21]1[CH:22]=[C:23]([C:25]2[CH:30]=[CH:29][C:28]([Cl:31])=[CH:27][C:26]=2[Cl:32])[N:24]=[C:20]1[C@@H:19]([NH:37][C:50](=[O:52])[CH2:49][C:42]1[CH:43]=[C:44]([O:47][CH3:48])[CH:45]=[CH:46][C:41]=1[O:40][CH3:39])[CH2:18][C:15]1[CH:16]=[CH:17][C:12]([O:11][C:8]2[CH:9]=[CH:10][C:5]([C:4]([OH:38])=[O:3])=[CH:6][CH:7]=2)=[CH:13][CH:14]=1)[CH2:34][CH2:35][CH3:36]. No catalyst specified. (3) The reactants are [N:1]([CH2:4][C@@H:5]([NH:13][C:14](=[O:20])[O:15][C:16]([CH3:19])([CH3:18])[CH3:17])[CH2:6][CH:7]1[CH2:12][CH2:11][CH2:10][CH2:9][CH2:8]1)=[N+]=[N-].N#N. The catalyst is CO.[Pd]. The product is [NH2:1][CH2:4][C@@H:5]([NH:13][C:14](=[O:20])[O:15][C:16]([CH3:18])([CH3:17])[CH3:19])[CH2:6][CH:7]1[CH2:12][CH2:11][CH2:10][CH2:9][CH2:8]1. The yield is 0.900. (4) The reactants are [C:1]([N:4]([C:35]1[CH:40]=[CH:39][C:38]([Cl:41])=[CH:37][CH:36]=1)[C@H:5]1[C:14]2[C:9](=[CH:10][CH:11]=[CH:12][CH:13]=2)[N:8]([C:15]([C:17]2[CH:32]=[CH:31][C:20]([O:21][CH2:22][CH2:23][C:24]([CH3:30])([CH3:29])[C:25]([O:27]C)=[O:26])=[C:19]([F:33])[CH:18]=2)=[O:16])[C@@H:7]([CH3:34])[CH2:6]1)(=[O:3])[CH3:2].[Li+].[OH-]. The catalyst is CO.C1COCC1. The product is [C:1]([N:4]([C:35]1[CH:36]=[CH:37][C:38]([Cl:41])=[CH:39][CH:40]=1)[C@H:5]1[C:14]2[C:9](=[CH:10][CH:11]=[CH:12][CH:13]=2)[N:8]([C:15]([C:17]2[CH:32]=[CH:31][C:20]([O:21][CH2:22][CH2:23][C:24]([CH3:30])([CH3:29])[C:25]([OH:27])=[O:26])=[C:19]([F:33])[CH:18]=2)=[O:16])[C@@H:7]([CH3:34])[CH2:6]1)(=[O:3])[CH3:2]. The yield is 0.700. (5) The reactants are [CH3:1][O:2][C:3]1[CH:12]=[CH:11][CH:10]=[C:5]([C:6]([O:8]C)=[O:7])[C:4]=1[C:13]([O:15]C)=[O:14].[OH-].[K+].CO. The catalyst is O. The product is [CH3:1][O:2][C:3]1[CH:12]=[CH:11][CH:10]=[C:5]([C:6]([OH:8])=[O:7])[C:4]=1[C:13]([OH:15])=[O:14]. The yield is 0.840.